This data is from Forward reaction prediction with 1.9M reactions from USPTO patents (1976-2016). The task is: Predict the product of the given reaction. (1) Given the reactants C([O:8][C:9](=[O:23])[NH:10][C@@H:11]([CH3:22])[C@H:12](O)[C:13]1[CH:18]=[CH:17][CH:16]=[C:15]([O:19][CH3:20])[CH:14]=1)C1C=CC=CC=1.C[Si]([N-][Si](C)(C)C)(C)C.[Na+].Br[CH2:35][C:36]1[CH:41]=[C:40]([C:42]([F:45])([F:44])[F:43])[CH:39]=[CH:38][C:37]=1[C:46]1[CH:47]=[C:48]([C:54]2[CH:59]=[CH:58][C:57]([C:60]([O:62][CH3:63])=[O:61])=[CH:56][C:55]=2[CH3:64])[CH:49]=[CH:50][C:51]=1[O:52][CH3:53], predict the reaction product. The product is: [CH3:53][O:52][C:51]1[CH:50]=[CH:49][C:48]([C:54]2[CH:59]=[CH:58][C:57]([C:60]([O:62][CH3:63])=[O:61])=[CH:56][C:55]=2[CH3:64])=[CH:47][C:46]=1[C:37]1[CH:38]=[CH:39][C:40]([C:42]([F:45])([F:43])[F:44])=[CH:41][C:36]=1[CH2:35][N:10]1[C@@H:11]([CH3:22])[C@@H:12]([C:13]2[CH:18]=[CH:17][CH:16]=[C:15]([O:19][CH3:20])[CH:14]=2)[O:23][C:9]1=[O:8]. (2) Given the reactants [CH:1]([N:4]1[C:8]2=[N:9][C:10]([C:19]3[CH:24]=[C:23]([O:25][CH2:26][CH:27]4[CH2:29][O:28]4)[CH:22]=[C:21]([O:30][CH3:31])[CH:20]=3)=[N:11][C:12]([N:13]3[CH2:18][CH2:17][O:16][CH2:15][CH2:14]3)=[C:7]2[CH:6]=[N:5]1)([CH3:3])[CH3:2].[CH3:32][NH2:33], predict the reaction product. The product is: [CH:1]([N:4]1[C:8]2=[N:9][C:10]([C:19]3[CH:24]=[C:23]([CH:22]=[C:21]([O:30][CH3:31])[CH:20]=3)[O:25][CH2:26][CH:27]([OH:28])[CH2:29][NH:33][CH3:32])=[N:11][C:12]([N:13]3[CH2:18][CH2:17][O:16][CH2:15][CH2:14]3)=[C:7]2[CH:6]=[N:5]1)([CH3:2])[CH3:3]. (3) Given the reactants Br[CH:2]([C:8](=[O:35])[N:9]1[CH2:14][CH2:13][CH:12]([C:15]2[S:16][CH:17]=[C:18]([C:20]3[CH2:24][CH:23]([C:25]4[CH:30]=[CH:29][CH:28]=[CH:27][C:26]=4[O:31][CH2:32][C:33]#[CH:34])[O:22][N:21]=3)[N:19]=2)[CH2:11][CH2:10]1)[C:3]([O:5][CH2:6][CH3:7])=[O:4].[F:36][CH:37]([F:46])[C:38]1[CH:42]=[C:41]([CH:43]([F:45])[F:44])[NH:40][N:39]=1.C(=O)([O-])[O-].[K+].[K+].[I-].[K+], predict the reaction product. The product is: [F:45][CH:43]([F:44])[C:41]1[CH:42]=[C:38]([CH:37]([F:36])[F:46])[N:39]([CH:2]([C:8](=[O:35])[N:9]2[CH2:14][CH2:13][CH:12]([C:15]3[S:16][CH:17]=[C:18]([C:20]4[CH2:24][CH:23]([C:25]5[CH:30]=[CH:29][CH:28]=[CH:27][C:26]=5[O:31][CH2:32][C:33]#[CH:34])[O:22][N:21]=4)[N:19]=3)[CH2:11][CH2:10]2)[C:3]([O:5][CH2:6][CH3:7])=[O:4])[N:40]=1. (4) Given the reactants [C:1]([N:4]([C@H:6]1[CH2:11][CH2:10][C@H:9]([C:12]([NH:14][C:15]2[C:19]3[CH:20]=[C:21]([CH2:24][C:25](OC)=[O:26])[CH:22]=[CH:23][C:18]=3[O:17][C:16]=2[C:29]([NH:31][C:32]2[CH:37]=[CH:36][C:35]([Cl:38])=[CH:34][N:33]=2)=[O:30])=[O:13])[CH2:8][CH2:7]1)[CH3:5])(=[O:3])[CH3:2].[BH4-].[Li+].Cl.C(=O)([O-])O.[Na+], predict the reaction product. The product is: [C:1]([N:4]([C@H:6]1[CH2:11][CH2:10][C@H:9]([C:12]([NH:14][C:15]2[C:19]3[CH:20]=[C:21]([CH2:24][CH2:25][OH:26])[CH:22]=[CH:23][C:18]=3[O:17][C:16]=2[C:29]([NH:31][C:32]2[CH:37]=[CH:36][C:35]([Cl:38])=[CH:34][N:33]=2)=[O:30])=[O:13])[CH2:8][CH2:7]1)[CH3:5])(=[O:3])[CH3:2]. (5) Given the reactants Cl.[CH2:2]1[C:4]2([CH2:9][CH2:8][NH:7][CH2:6][C@H:5]2[OH:10])[CH2:3]1.CCN(CC)CC.CC(O)=O.C(OC([N:29]1[CH2:35][CH2:34][C:33](=[O:36])[N:32]([CH2:37][CH2:38][CH:39]=O)[CH2:31][CH2:30]1)=O)(C)(C)C.C(O[BH-](OC(=O)C)OC(=O)C)(=O)C.[Na+].C([O-])(O)=O.[Na+], predict the reaction product. The product is: [OH:10][C@@H:5]1[CH2:6][N:7]([CH2:39][CH2:38][CH2:37][N:32]2[C:33](=[O:36])[CH2:34][CH2:35][NH:29][CH2:30][CH2:31]2)[CH2:8][CH2:9][C:4]21[CH2:3][CH2:2]2. (6) Given the reactants C(O[C:4]([C:6]1[O:10][N:9]=[C:8]([C:11]2[CH:16]=[CH:15][CH:14]=[CH:13][CH:12]=2)[C:7]=1[NH2:17])=[O:5])C.[Cl:18][C:19]1[CH:24]=[CH:23][C:22]([NH:25][C:26](=O)[C:27]2[CH:32]=[CH:31][C:30]([CH:33]([CH3:35])[CH3:34])=[CH:29][CH:28]=2)=[CH:21][CH:20]=1, predict the reaction product. The product is: [Cl:18][C:19]1[CH:20]=[CH:21][C:22]([N:25]2[C:4](=[O:5])[C:6]3[O:10][N:9]=[C:8]([C:11]4[CH:12]=[CH:13][CH:14]=[CH:15][CH:16]=4)[C:7]=3[N:17]=[C:26]2[C:27]2[CH:28]=[CH:29][C:30]([CH:33]([CH3:35])[CH3:34])=[CH:31][CH:32]=2)=[CH:23][CH:24]=1.